This data is from Peptide-MHC class II binding affinity with 134,281 pairs from IEDB. The task is: Regression. Given a peptide amino acid sequence and an MHC pseudo amino acid sequence, predict their binding affinity value. This is MHC class II binding data. (1) The binding affinity (normalized) is 0.435. The MHC is HLA-DQA10102-DQB10602 with pseudo-sequence HLA-DQA10102-DQB10602. The peptide sequence is VLAIVALVVATIIAI. (2) The peptide sequence is FVNQHLCGSHLVEALYLVCGERGFFYTPKA. The MHC is H-2-IAb with pseudo-sequence H-2-IAb. The binding affinity (normalized) is 0.510. (3) The peptide sequence is LQIIDKIDAAFKVAA. The MHC is DRB1_0404 with pseudo-sequence DRB1_0404. The binding affinity (normalized) is 0.594. (4) The peptide sequence is NSFYYMKGGVNTFLI. The MHC is DRB1_1101 with pseudo-sequence DRB1_1101. The binding affinity (normalized) is 0.335. (5) The peptide sequence is LENDNQLLYNYPGAL. The binding affinity (normalized) is 0.256. The MHC is DRB1_0405 with pseudo-sequence DRB1_0405. (6) The peptide sequence is SEMFMPRSIGGPVSS. The MHC is HLA-DQA10501-DQB10302 with pseudo-sequence HLA-DQA10501-DQB10302. The binding affinity (normalized) is 0.321. (7) The binding affinity (normalized) is 0.475. The peptide sequence is NQEILELAQSETCSP. The MHC is HLA-DQA10501-DQB10201 with pseudo-sequence HLA-DQA10501-DQB10201. (8) The peptide sequence is TEGVYRIMQRGLFGK. The MHC is DRB1_1101 with pseudo-sequence DRB1_1101. The binding affinity (normalized) is 0.914. (9) The peptide sequence is PTPLAKEDFLRCLVK. The MHC is DRB1_0701 with pseudo-sequence DRB1_0701. The binding affinity (normalized) is 0.221. (10) The peptide sequence is GELQIVDKGDAAFKI. The MHC is DRB1_1201 with pseudo-sequence DRB1_1201. The binding affinity (normalized) is 0.351.